From a dataset of Forward reaction prediction with 1.9M reactions from USPTO patents (1976-2016). Predict the product of the given reaction. Given the reactants Cl[C:2]1[C:11]2[C:6](=[CH:7][CH:8]=[C:9]([F:12])[CH:10]=2)[N:5]=[CH:4][C:3]=1[C:13]#[N:14].NC(N)=[S:17], predict the reaction product. The product is: [F:12][C:9]1[CH:10]=[C:11]2[C:6](=[CH:7][CH:8]=1)[N:5]=[CH:4][C:3]([C:13]#[N:14])=[C:2]2[SH:17].